Task: Predict which catalyst facilitates the given reaction.. Dataset: Catalyst prediction with 721,799 reactions and 888 catalyst types from USPTO (1) Reactant: [C:1]([O:14][CH2:15][C:16]1[CH:21]=[CH:20][CH:19]=[CH:18][CH:17]=1)(=[O:13])[CH2:2][C:3]([O:5][CH2:6][C:7]1[CH:12]=[CH:11][CH:10]=[CH:9][CH:8]=1)=[O:4].[H-].[Na+].[H][H].Cl[C:27]1[CH:32]=[CH:31][C:30]([N+:33]([O-:35])=[O:34])=[CH:29][N:28]=1.Cl. Product: [N+:33]([C:30]1[CH:31]=[CH:32][C:27]([CH:2]([C:1]([O:14][CH2:15][C:16]2[CH:17]=[CH:18][CH:19]=[CH:20][CH:21]=2)=[O:13])[C:3]([O:5][CH2:6][C:7]2[CH:12]=[CH:11][CH:10]=[CH:9][CH:8]=2)=[O:4])=[N:28][CH:29]=1)([O-:35])=[O:34]. The catalyst class is: 56. (2) Reactant: [C:1]([O:5][C:6]([NH:8][C:9]1[S:13][C:12]([C:14]2[CH:19]=[CH:18][CH:17]=[CH:16][CH:15]=2)=[N:11][C:10]=1[C:20]([OH:22])=O)=[O:7])([CH3:4])([CH3:3])[CH3:2].[CH3:23][N:24](C(ON1N=NC2C=CC=NC1=2)=[N+](C)C)C.F[P-](F)(F)(F)(F)F.CN1CCOCC1.CN. Product: [CH3:23][NH:24][C:20]([C:10]1[N:11]=[C:12]([C:14]2[CH:15]=[CH:16][CH:17]=[CH:18][CH:19]=2)[S:13][C:9]=1[NH:8][C:6]([O:5][C:1]([CH3:4])([CH3:3])[CH3:2])=[O:7])=[O:22]. The catalyst class is: 1. (3) Reactant: O[CH2:2][C:3]1[CH:4]=[C:5]([CH:10]=[C:11]([O:13][CH3:14])[CH:12]=1)[C:6]([O:8][CH3:9])=[O:7].P(Br)(Br)[Br:16]. Product: [Br:16][CH2:2][C:3]1[CH:4]=[C:5]([CH:10]=[C:11]([O:13][CH3:14])[CH:12]=1)[C:6]([O:8][CH3:9])=[O:7]. The catalyst class is: 96. (4) Reactant: Br[C:2]1[CH:7]=[CH:6][C:5]([Cl:8])=[CH:4][CH:3]=1.C(O[Na])(C)(C)C.C1C=CC(P(C2C(C3C(P(C4C=CC=CC=4)C4C=CC=CC=4)=CC=C4C=3C=CC=C4)=C3C(C=CC=C3)=CC=2)C2C=CC=CC=2)=CC=1.[CH:61]1([NH2:64])[CH2:63][CH2:62]1. Product: [Cl:8][C:5]1[CH:6]=[CH:7][C:2]([NH:64][CH:61]2[CH2:63][CH2:62]2)=[CH:3][CH:4]=1. The catalyst class is: 882. (5) The catalyst class is: 3. Product: [CH3:1][C:2]1[CH:10]=[CH:9][C:5]([C:6]([NH:53][N:54]2[NH:58][CH:57]=[CH:56][S:55]2)=[O:7])=[CH:4][C:3]=1[B:11]1[O:12][C:13]([CH3:19])([CH3:18])[C:14]([CH3:17])([CH3:16])[O:15]1. Reactant: [CH3:1][C:2]1[CH:10]=[CH:9][C:5]([C:6](O)=[O:7])=[CH:4][C:3]=1[B:11]1[O:15][C:14]([CH3:17])([CH3:16])[C:13]([CH3:19])([CH3:18])[O:12]1.CCN(C(C)C)C(C)C.CN(C(ON1N=NC2C=CC=NC1=2)=[N+](C)C)C.F[P-](F)(F)(F)(F)F.[NH2:53][N:54]1[NH:58][CH:57]=[CH:56][S:55]1.